Dataset: Catalyst prediction with 721,799 reactions and 888 catalyst types from USPTO. Task: Predict which catalyst facilitates the given reaction. (1) Reactant: [Cl:1][C:2]1[NH:3][CH:4]=[C:5]([N+:7]([O-:9])=[O:8])[N:6]=1.[N+](C1C=CC(C([O:19][CH2:20][C@@:21]2([CH3:24])[CH2:23][O:22]2)=O)=CC=1)([O-])=O.C(N(CC)CC)C.C(=O)([O-])[O-].[K+].[K+].Cl.S([O-])([O-])(=O)=O.[Mg+2]. Product: [Cl:1][C:2]1[N:3]([CH2:23][C@:21]([OH:22])([CH3:24])[CH2:20][OH:19])[CH:4]=[C:5]([N+:7]([O-:9])=[O:8])[N:6]=1. The catalyst class is: 13. (2) Reactant: C(OC([N:8]([C:25]1[C:30]([CH3:31])=[CH:29][N:28]=[C:27]([C:32]2[CH:37]=[CH:36][CH:35]=[C:34]([O:38][CH2:39][C:40]([NH:42][CH:43]3[CH2:45][CH2:44]3)=[O:41])[CH:33]=2)[N:26]=1)[C:9]1[CH:10]=[C:11]2[C:15](=[CH:16][CH:17]=1)[N:14](C(OC(C)(C)C)=O)[N:13]=[CH:12]2)=O)(C)(C)C.[ClH:46].CCOC(C)=O. Product: [ClH:46].[NH:14]1[C:15]2[C:11](=[CH:10][C:9]([NH:8][C:25]3[C:30]([CH3:31])=[CH:29][N:28]=[C:27]([C:32]4[CH:33]=[C:34]([CH:35]=[CH:36][CH:37]=4)[O:38][CH2:39][C:40]([NH:42][CH:43]4[CH2:45][CH2:44]4)=[O:41])[N:26]=3)=[CH:17][CH:16]=2)[CH:12]=[N:13]1. The catalyst class is: 25.